Dataset: Peptide-MHC class II binding affinity with 134,281 pairs from IEDB. Task: Regression. Given a peptide amino acid sequence and an MHC pseudo amino acid sequence, predict their binding affinity value. This is MHC class II binding data. (1) The peptide sequence is YDKFLANVSTQLTGK. The MHC is DRB1_1302 with pseudo-sequence DRB1_1302. The binding affinity (normalized) is 0.831. (2) The peptide sequence is LVGAPFASLVATGLCFFGVA. The MHC is DRB1_1501 with pseudo-sequence DRB1_1501. The binding affinity (normalized) is 0.196. (3) The peptide sequence is TLWQRPLVTIKIGGQLTEAL. The MHC is HLA-DQA10501-DQB10201 with pseudo-sequence HLA-DQA10501-DQB10201. The binding affinity (normalized) is 0.339. (4) The peptide sequence is GPVLNVLKWHLHKAV. The MHC is DRB1_0101 with pseudo-sequence DRB1_0101. The binding affinity (normalized) is 0.547. (5) The binding affinity (normalized) is 0.648. The peptide sequence is SQDLERSWNLNGLQAY. The MHC is HLA-DQA10301-DQB10302 with pseudo-sequence HLA-DQA10301-DQB10302. (6) The peptide sequence is AFILDGDNLFMKV. The MHC is DRB1_0401 with pseudo-sequence DRB1_0401. The binding affinity (normalized) is 0.782.